Task: Predict the reaction yield, written as a fraction of the theoretical maximum amount of product (1.0 means a 100% yield; for example, 0.34 means a 34% yield).. Dataset: Reaction yield outcomes from USPTO patents with 853,638 reactions (1) The reactants are B.C1COCC1.B1(C)OC(C2C=CC=CC=2)(C2C=CC=CC=2)[C@H]2N1CCC2.Br.[Br:29][CH2:30][C:31]([C:33]1[CH:34]=[N:35][CH:36]=[CH:37][CH:38]=1)=[O:32]. The catalyst is C1COCC1. The product is [Br:29][CH2:30][C@@H:31]([C:33]1[CH:34]=[N:35][CH:36]=[CH:37][CH:38]=1)[OH:32]. The yield is 0.340. (2) The reactants are [NH2:1][C:2]1[N:3]=[N:4][CH:5]=[CH:6][C:7]=1[C:8]([OH:10])=[O:9].[CH:11](=O)[C:12]1[CH:17]=[CH:16][CH:15]=[CH:14][CH:13]=1.[Na]. The catalyst is CN(C=O)C. The product is [CH2:11]([NH:1][C:2]1[N:3]=[N:4][CH:5]=[CH:6][C:7]=1[C:8]([OH:10])=[O:9])[C:12]1[CH:17]=[CH:16][CH:15]=[CH:14][CH:13]=1. The yield is 0.0400. (3) The product is [N:4]1[CH:5]=[CH:6][CH:7]=[C:2]([C:1]2[S:8][CH:11]=[C:12]([C:13]([O:15][CH2:16][CH3:17])=[O:14])[N:9]=2)[CH:3]=1. The catalyst is CCO. The yield is 0.470. The reactants are [C:1]([NH2:9])(=[S:8])[C:2]1[CH:7]=[CH:6][CH:5]=[N:4][CH:3]=1.Br[CH2:11][C:12](=O)[C:13]([O:15][CH2:16][CH3:17])=[O:14]. (4) The reactants are C[O:2][C:3](=[O:24])[CH:4]([NH:12][C:13]1[CH:18]=[C:17]([F:19])[CH:16]=[C:15]([C:20]([F:23])([F:22])[F:21])[CH:14]=1)[CH2:5][CH2:6][CH2:7][CH2:8][CH2:9][CH:10]=[CH2:11].O.[OH-].[Li+]. The catalyst is O1CCCC1.O. The product is [F:22][C:20]([F:21])([F:23])[C:15]1[CH:14]=[C:13]([NH:12][CH:4]([CH2:5][CH2:6][CH2:7][CH2:8][CH2:9][CH:10]=[CH2:11])[C:3]([OH:24])=[O:2])[CH:18]=[C:17]([F:19])[CH:16]=1. The yield is 0.900. (5) The reactants are [F:1][C:2]1[CH:3]=[CH:4][C:5]([CH2:28][CH2:29][C:30]2[CH:35]=[CH:34][C:33]([O:36]C)=[CH:32][C:31]=2[CH3:38])=[C:6]([C:8]2[N:13]=[C:12]([N:14]3[C:18]([C:19]([F:22])([F:21])[F:20])=[C:17]([C:23]([O:25][CH2:26][CH3:27])=[O:24])[CH:16]=[N:15]3)[CH:11]=[CH:10][CH:9]=2)[CH:7]=1.B(Br)(Br)Br. The catalyst is ClCCl.O. The product is [F:1][C:2]1[CH:3]=[CH:4][C:5]([CH2:28][CH2:29][C:30]2[CH:35]=[CH:34][C:33]([OH:36])=[CH:32][C:31]=2[CH3:38])=[C:6]([C:8]2[N:13]=[C:12]([N:14]3[C:18]([C:19]([F:22])([F:20])[F:21])=[C:17]([C:23]([O:25][CH2:26][CH3:27])=[O:24])[CH:16]=[N:15]3)[CH:11]=[CH:10][CH:9]=2)[CH:7]=1. The yield is 0.561. (6) The reactants are C(Cl)(Cl)Cl.[F:5][C:6]([F:23])([F:22])[C:7]1[CH:12]=[CH:11][C:10]([CH:13]2[C:17]([OH:18])=[C:16]([C:19]([CH3:21])=[O:20])[CH2:15][S:14]2)=[CH:9][CH:8]=1.S(Cl)(Cl)(=O)=O. The catalyst is O. The product is [F:22][C:6]([F:5])([F:23])[C:7]1[CH:8]=[CH:9][C:10]([C:13]2[S:14][CH:15]=[C:16]([C:19]([CH3:21])=[O:20])[C:17]=2[OH:18])=[CH:11][CH:12]=1. The yield is 0.690. (7) The reactants are C(OC[N:9]1[C:13]2[N:14]=[C:15]([NH:28][C:29]3[CH:30]=[C:31]4[C:35](=[CH:36][CH:37]=3)[N:34]([CH2:38][CH2:39][O:40][CH3:41])[CH2:33][CH2:32]4)[N:16]=[C:17]([O:18][C:19]3[CH:24]=[CH:23][CH:22]=[C:21]([N+:25]([O-:27])=[O:26])[CH:20]=3)[C:12]=2[CH:11]=[CH:10]1)(=O)C(C)(C)C.CO.C1COCC1.[OH-].[Na+]. The catalyst is O. The product is [CH3:41][O:40][CH2:39][CH2:38][N:34]1[C:35]2[C:31](=[CH:30][C:29]([NH:28][C:15]3[N:16]=[C:17]([O:18][C:19]4[CH:24]=[CH:23][CH:22]=[C:21]([N+:25]([O-:27])=[O:26])[CH:20]=4)[C:12]4[CH:11]=[CH:10][NH:9][C:13]=4[N:14]=3)=[CH:37][CH:36]=2)[CH2:32][CH2:33]1. The yield is 0.574. (8) The reactants are [F:1][C:2]1[CH:3]=[C:4]([NH2:32])[CH:5]=[CH:6][C:7]=1[O:8][C:9]1[C:18]2[C:13](=[CH:14][C:15]([O:21][CH2:22][CH:23]3[CH2:31][CH:26]4[CH2:27][N:28]([CH3:30])[CH2:29][CH:25]4[CH2:24]3)=[C:16]([O:19][CH3:20])[CH:17]=2)[N:12]=[CH:11][CH:10]=1.C1(C)C=CC=CC=1.[C:40]1([CH2:46][C:47]([N:49]=[C:50]=[S:51])=[O:48])[CH:45]=[CH:44][CH:43]=[CH:42][CH:41]=1. The catalyst is C(O)C. The product is [F:1][C:2]1[CH:3]=[C:4]([NH:32][C:50]([NH:49][C:47](=[O:48])[CH2:46][C:40]2[CH:41]=[CH:42][CH:43]=[CH:44][CH:45]=2)=[S:51])[CH:5]=[CH:6][C:7]=1[O:8][C:9]1[C:18]2[C:13](=[CH:14][C:15]([O:21][CH2:22][CH:23]3[CH2:24][CH:25]4[CH2:29][N:28]([CH3:30])[CH2:27][CH:26]4[CH2:31]3)=[C:16]([O:19][CH3:20])[CH:17]=2)[N:12]=[CH:11][CH:10]=1. The yield is 0.500.